Dataset: Full USPTO retrosynthesis dataset with 1.9M reactions from patents (1976-2016). Task: Predict the reactants needed to synthesize the given product. (1) Given the product [F:12][C:3]1[C:2]([C:14]2[S:13][CH:17]=[CH:16][CH:15]=2)=[CH:11][CH:10]=[CH:9][C:4]=1[C:5]([O:7][CH3:8])=[O:6], predict the reactants needed to synthesize it. The reactants are: Br[C:2]1[C:3]([F:12])=[C:4]([CH:9]=[CH:10][CH:11]=1)[C:5]([O:7][CH3:8])=[O:6].[S:13]1[CH:17]=[CH:16][CH:15]=[C:14]1B(O)O.COCCOC.C(=O)([O-])[O-].[Na+].[Na+]. (2) Given the product [CH2:13]([O:15][C:16]([C:18]1[NH:19][C:20]2[C:25]([CH:26]=1)=[C:24]([O:27][CH:49]([CH3:50])[CH:48]([CH3:52])[CH3:47])[CH:23]=[CH:22][CH:21]=2)=[O:17])[CH3:14], predict the reactants needed to synthesize it. The reactants are: CCOC(/N=N/C(OCC)=O)=O.[CH2:13]([O:15][C:16]([C:18]1[NH:19][C:20]2[C:25]([CH:26]=1)=[C:24]([OH:27])[CH:23]=[CH:22][CH:21]=2)=[O:17])[CH3:14].C1(P(C2C=CC=CC=2)C2C=CC=CC=2)C=CC=CC=1.[CH3:47][CH:48]([CH3:52])[CH:49](O)[CH3:50].